Task: Predict the reaction yield, written as a fraction of the theoretical maximum amount of product (1.0 means a 100% yield; for example, 0.34 means a 34% yield).. Dataset: Reaction yield outcomes from USPTO patents with 853,638 reactions (1) The reactants are [NH2:1][C:2]1[CH:3]=[C:4]2[C:9](=[CH:10][CH:11]=1)[CH:8]=[C:7]([C:12]([O:14][CH3:15])=[O:13])[CH:6]=[CH:5]2.[F:16][C:17]([F:26])([F:25])[CH:18]1[CH2:23][CH2:22][C:21](=O)[CH2:20][CH2:19]1.[BH-](OC(C)=O)(OC(C)=O)OC(C)=O.[Na+].CC(O)=O. The catalyst is C(Cl)Cl. The product is [F:16][C:17]([F:26])([F:25])[C@@H:18]1[CH2:23][CH2:22][C@H:21]([NH:1][C:2]2[CH:3]=[C:4]3[C:9](=[CH:10][CH:11]=2)[CH:8]=[C:7]([C:12]([O:14][CH3:15])=[O:13])[CH:6]=[CH:5]3)[CH2:20][CH2:19]1. The yield is 0.300. (2) The reactants are FC(F)(F)C(OC(=O)C(F)(F)F)=[O:4].[F:14][C:15]1[CH:16]=[C:17]([N:29]2[CH2:33][C@H:32]([CH2:34][NH:35][C:36](=[O:38])[CH3:37])[O:31][C:30]2=[O:39])[CH:18]=[C:19]([F:28])[C:20]=1[CH:21]1[CH2:26][CH2:25][S:24](=[O:27])[CH2:23][CH2:22]1.CN1CCOCC1. The catalyst is ClCCl. The product is [O:27]=[S:24]1(=[O:4])[CH:25]=[CH:26][CH:21]([C:20]2[C:19]([F:28])=[CH:18][C:17]([N:29]3[CH2:33][C@H:32]([CH2:34][NH:35][C:36](=[O:38])[CH3:37])[O:31][C:30]3=[O:39])=[CH:16][C:15]=2[F:14])[CH2:22][CH2:23]1. The yield is 0.850. (3) The reactants are [Br:1][C:2]1[CH:3]=[C:4]([CH3:11])[C:5](F)=[C:6]([CH:9]=1)[C:7]#[N:8].C(=O)([O-])[O-].[K+].[K+].[NH:18]1[CH:22]=[N:21][CH:20]=[N:19]1. The catalyst is CN(C=O)C.O. The product is [Br:1][C:2]1[CH:3]=[C:4]([CH3:11])[C:5]([N:18]2[CH:22]=[N:21][CH:20]=[N:19]2)=[C:6]([CH:9]=1)[C:7]#[N:8]. The yield is 0.490. (4) The reactants are [Cl:1][C:2]1[CH:3]=[C:4]([O:12][C:13]2[C:21]([F:22])=[CH:20][C:16]([C:17]([NH2:19])=[O:18])=[C:15]([F:23])[CH:14]=2)[CH:5]=[N:6][C:7]=1[O:8][CH:9]([CH3:11])[CH3:10].C[Si]([N-][Si](C)(C)C)(C)C.[Na+].[CH3:34][N:35]([CH3:40])[S:36](Cl)(=[O:38])=[O:37].[Li+].C[Si]([N-][Si](C)(C)C)(C)C. The catalyst is C1COCC1.O.C(O)(=O)C. The product is [Cl:1][C:2]1[CH:3]=[C:4]([O:12][C:13]2[C:21]([F:22])=[CH:20][C:16]([C:17]([NH:19][S:36]([N:35]([CH3:40])[CH3:34])(=[O:38])=[O:37])=[O:18])=[C:15]([F:23])[CH:14]=2)[CH:5]=[N:6][C:7]=1[O:8][CH:9]([CH3:11])[CH3:10]. The yield is 0.170. (5) The reactants are [NH2:1][C:2]1[N:7]=[CH:6][N:5]=[C:4]2[N:8]([CH:21]([C:23]3[O:24][C:25]4[C:30]([C:31](=[O:40])[C:32]=3[C:33]3[CH:38]=[CH:37][CH:36]=[C:35]([F:39])[CH:34]=3)=[CH:29][CH:28]=[CH:27][CH:26]=4)[CH3:22])[N:9]=[C:10]([C:11]3[CH:16]=[CH:15][C:14]([NH:17]C(=O)C)=[CH:13][CH:12]=3)[C:3]=12.Cl.C(=O)([O-])[O-].[Na+].[Na+].ClCCl. The catalyst is C(O)C. The product is [NH2:1][C:2]1[N:7]=[CH:6][N:5]=[C:4]2[N:8]([CH:21]([C:23]3[O:24][C:25]4[C:30]([C:31](=[O:40])[C:32]=3[C:33]3[CH:38]=[CH:37][CH:36]=[C:35]([F:39])[CH:34]=3)=[CH:29][CH:28]=[CH:27][CH:26]=4)[CH3:22])[N:9]=[C:10]([C:11]3[CH:12]=[CH:13][C:14]([NH2:17])=[CH:15][CH:16]=3)[C:3]=12. The yield is 0.270.